Dataset: Full USPTO retrosynthesis dataset with 1.9M reactions from patents (1976-2016). Task: Predict the reactants needed to synthesize the given product. (1) Given the product [CH:22]1([C:25]([NH:27][C:2]2[CH:11]=[C:10]3[C:5]([CH:6]=[C:7]([C:14]4[CH:19]=[C:18]([F:20])[CH:17]=[CH:16][C:15]=4[CH3:21])[N+:8]([O-:13])=[C:9]3[CH3:12])=[CH:4][N:3]=2)=[O:26])[CH2:24][CH2:23]1, predict the reactants needed to synthesize it. The reactants are: Cl[C:2]1[CH:11]=[C:10]2[C:5]([CH:6]=[C:7]([C:14]3[CH:19]=[C:18]([F:20])[CH:17]=[CH:16][C:15]=3[CH3:21])[N+:8]([O-:13])=[C:9]2[CH3:12])=[CH:4][N:3]=1.[CH:22]1([C:25]([NH2:27])=[O:26])[CH2:24][CH2:23]1.C(=O)([O-])[O-].[Cs+].[Cs+]. (2) The reactants are: [C:1]([O:5][C:6]([N:8]([CH3:34])[C:9]1[N:14]=[C:13]([CH2:15][CH2:16][CH2:17][C:18]2[N:23]=[CH:22][C:21]([CH2:24][C@@H:25]([C:27]([O:29][C:30]([CH3:33])([CH3:32])[CH3:31])=[O:28])[NH2:26])=[CH:20][CH:19]=2)[CH:12]=[CH:11][CH:10]=1)=[O:7])([CH3:4])([CH3:3])[CH3:2].[Cl:35][C:36]1[CH:44]=[CH:43][CH:42]=[C:41]([Cl:45])[C:37]=1[C:38](Cl)=[O:39].C(O)(=O)CC(CC(O)=O)(C(O)=O)O. Given the product [C:1]([O:5][C:6]([N:8]([CH3:34])[C:9]1[N:14]=[C:13]([CH2:15][CH2:16][CH2:17][C:18]2[N:23]=[CH:22][C:21]([CH2:24][C@@H:25]([C:27]([O:29][C:30]([CH3:33])([CH3:32])[CH3:31])=[O:28])[NH:26][C:38]([C:37]3[C:36]([Cl:35])=[CH:44][CH:43]=[CH:42][C:41]=3[Cl:45])=[O:39])=[CH:20][CH:19]=2)[CH:12]=[CH:11][CH:10]=1)=[O:7])([CH3:4])([CH3:3])[CH3:2], predict the reactants needed to synthesize it. (3) Given the product [N:16]1[CH:2]=[CH:3][N:26]2[CH:25]=[CH:24][C:19]([C:20]([O:22][CH3:23])=[O:21])=[CH:18][C:17]=12, predict the reactants needed to synthesize it. The reactants are: Br[CH2:2][CH:3](OCC)OCC.Cl.C([O-])(O)=O.[Na+].[NH2:16][C:17]1[CH:18]=[C:19]([CH:24]=[CH:25][N:26]=1)[C:20]([O:22][CH3:23])=[O:21]. (4) Given the product [Cl:1][C:2]1[CH:3]=[C:4]([C:15]2[CH:20]=[C:19]([Cl:21])[CH:18]=[CH:17][C:16]=2[OH:22])[CH:5]=[CH:6][C:7]=1[C:8]([N:10]1[CH2:11][CH2:12][CH2:13][CH2:14]1)=[O:9], predict the reactants needed to synthesize it. The reactants are: [Cl:1][C:2]1[CH:3]=[C:4]([C:15]2[CH:20]=[C:19]([Cl:21])[CH:18]=[CH:17][C:16]=2[O:22]C)[CH:5]=[CH:6][C:7]=1[C:8]([N:10]1[CH2:14][CH2:13][CH2:12][CH2:11]1)=[O:9].B(Br)(Br)Br.